From a dataset of Forward reaction prediction with 1.9M reactions from USPTO patents (1976-2016). Predict the product of the given reaction. (1) The product is: [CH3:36][O:35][C:32]1[C:31]([CH3:37])=[CH:30][N:29]=[C:28]([CH2:27][N:25]2[N:24]=[C:12]3[CH:13]=[CH:14][C:15]4[CH2:16][S:17][N:18]=[C:9]([NH2:8])[C:10]([C:11]=43)=[N:26]2)[C:33]=1[CH3:34]. Given the reactants C(OC([N:8](C(OC(C)(C)C)=O)[C:9]1[C:10]2[C:11]3[C:12](=[N:24][N:25]([CH2:27][C:28]4[C:33]([CH3:34])=[C:32]([O:35][CH3:36])[C:31]([CH3:37])=[CH:30][N:29]=4)[N:26]=2)[CH2:13][CH:14](CS([O-])(=O)=O)[C:15]=3[CH2:16][S:17][N:18]=1)=O)(C)(C)C.C(=O)([O-])[O-].[K+].[K+].C(=O)(O)[O-].[Na+], predict the reaction product. (2) Given the reactants [CH3:1][O:2][C:3]([C:5]1[C:11]2[CH:12]=[C:13]([Cl:16])[CH:14]=[CH:15][C:10]=2[O:9][C:8]2[CH:17]=[CH:18][CH:19]=[CH:20][C:7]=2[CH:6]=1)=[O:4].C(N=C(N(C)C)N(C)C)(C)(C)C.[N+:33]([CH3:36])([O-:35])=[O:34], predict the reaction product. The product is: [Cl:16][C:13]1[CH:14]=[CH:15][C:10]2[O:9][C:8]3[CH:17]=[CH:18][CH:19]=[CH:20][C:7]=3[CH:6]([CH2:36][N+:33]([O-:35])=[O:34])[CH:5]([C:3]([O:2][CH3:1])=[O:4])[C:11]=2[CH:12]=1. (3) Given the reactants [S:1]1[CH:5]=[CH:4][CH:3]=[C:2]1[C:6]([NH:8][CH2:9][C:10]([OH:12])=[O:11])=O.[CH3:13][N:14]1[CH:18]=[C:17]([CH:19]=O)[C:16]([CH3:21])=[N:15]1.C([O-])(=O)C.[Na+].C(OC(=O)C)(=O)C, predict the reaction product. The product is: [CH3:13][N:14]1[CH:18]=[C:17]([CH:19]=[C:9]2[C:10](=[O:11])[O:12][C:6]([C:2]3[S:1][CH:5]=[CH:4][CH:3]=3)=[N:8]2)[C:16]([CH3:21])=[N:15]1. (4) Given the reactants [Cr](Cl)([O-])(=O)=O.[NH+]1C=CC=CC=1.[CH2:12]([C:18]1[CH:23]=[CH:22][C:21]([C:24]2[C:25]([C:32]3[CH:37]=[CH:36][CH:35]=[CH:34][CH:33]=3)=[CH:26][C:27]([CH2:30][OH:31])=[CH:28][CH:29]=2)=[CH:20][CH:19]=1)[CH2:13][CH2:14][CH2:15][CH2:16][CH3:17], predict the reaction product. The product is: [CH2:12]([C:18]1[CH:23]=[CH:22][C:21]([C:24]2[C:25]([C:32]3[CH:37]=[CH:36][CH:35]=[CH:34][CH:33]=3)=[CH:26][C:27]([CH:30]=[O:31])=[CH:28][CH:29]=2)=[CH:20][CH:19]=1)[CH2:13][CH2:14][CH2:15][CH2:16][CH3:17]. (5) Given the reactants [C:1]([C:3]1[S:4][C:5]2[CH:11]=[CH:10][CH:9]=[CH:8][C:6]=2[N:7]=1)#[N:2].[N+:12]([O-])([OH:14])=[O:13], predict the reaction product. The product is: [C:1]([C:3]1[S:4][C:5]2[CH:11]=[C:10]([N+:12]([O-:14])=[O:13])[CH:9]=[CH:8][C:6]=2[N:7]=1)#[N:2]. (6) Given the reactants [C:1]([O:5][C:6]([N:8]1[CH2:13][CH2:12][CH2:11][CH2:10][CH:9]1[CH2:14][NH2:15])=[O:7])([CH3:4])([CH3:3])[CH3:2].Cl[C:17]1[C:26]2[C:21](=[CH:22][CH:23]=[CH:24][CH:25]=2)[CH:20]=[CH:19][N:18]=1, predict the reaction product. The product is: [C:1]([O:5][C:6]([N:8]1[CH2:13][CH2:12][CH2:11][CH2:10][CH:9]1[CH2:14][NH:15][C:17]1[C:26]2[C:21](=[CH:22][CH:23]=[CH:24][CH:25]=2)[CH:20]=[CH:19][N:18]=1)=[O:7])([CH3:4])([CH3:3])[CH3:2].